Task: Predict the product of the given reaction.. Dataset: Forward reaction prediction with 1.9M reactions from USPTO patents (1976-2016) (1) Given the reactants Cl[C:2]1[CH:7]=[C:6]([C:8]#[C:9][C:10]2[N:14]3[N:15]=[C:16]([C:19]4[CH:24]=[CH:23][C:22]([C:25]([N:27]5[CH2:32][CH2:31][O:30][CH2:29][CH2:28]5)=[O:26])=[CH:21][CH:20]=4)[CH:17]=[CH:18][C:13]3=[N:12][CH:11]=2)[CH:5]=[CH:4][N:3]=1.[N:33]1[CH:38]=[CH:37][CH:36]=[N:35][C:34]=1[NH2:39], predict the reaction product. The product is: [O:30]1[CH2:31][CH2:32][N:27]([C:25]([C:22]2[CH:23]=[CH:24][C:19]([C:16]3[CH:17]=[CH:18][C:13]4[N:14]([C:10]([C:9]#[C:8][C:6]5[CH:5]=[CH:4][N:3]=[C:2]([NH:39][C:34]6[N:35]=[CH:36][CH:37]=[CH:38][N:33]=6)[CH:7]=5)=[CH:11][N:12]=4)[N:15]=3)=[CH:20][CH:21]=2)=[O:26])[CH2:28][CH2:29]1. (2) The product is: [Br:1][CH2:2][CH2:3][CH2:4][CH2:5][CH2:6][CH2:7][CH2:8][CH2:9][CH2:10][CH2:11][O:12][C:15](=[O:16])[C:14]([CH3:19])([CH3:18])[CH3:13]. Given the reactants [Br:1][CH2:2][CH2:3][CH2:4][CH2:5][CH2:6][CH2:7][CH2:8][CH2:9][CH2:10][CH2:11][OH:12].[CH3:13][C:14]([CH3:19])([CH3:18])[C:15](Cl)=[O:16], predict the reaction product. (3) Given the reactants [CH3:1][O:2][CH2:3][C:4]1[CH:5]=[CH:6][C:7]([NH2:11])=[N:8][C:9]=1[CH3:10].[Cl:12][C:13]1[C:14]([CH3:23])=[C:15]([S:19](Cl)(=[O:21])=[O:20])[CH:16]=[CH:17][CH:18]=1, predict the reaction product. The product is: [Cl:12][C:13]1[C:14]([CH3:23])=[C:15]([S:19]([NH:11][C:7]2[CH:6]=[CH:5][C:4]([CH2:3][O:2][CH3:1])=[C:9]([CH3:10])[N:8]=2)(=[O:21])=[O:20])[CH:16]=[CH:17][CH:18]=1. (4) Given the reactants C1(C)C(S(O)(=O)=O)=CC=CC=1.[F:12][C:13]1[CH:14]=[CH:15][C:16]([C@H:19]([NH2:21])[CH3:20])=[N:17][CH:18]=1.C(N(CC)CC)C.[C:29](O[C:29]([O:31][C:32]([CH3:35])([CH3:34])[CH3:33])=[O:30])([O:31][C:32]([CH3:35])([CH3:34])[CH3:33])=[O:30].C(=O)(O)[O-].[Na+], predict the reaction product. The product is: [C:32]([O:31][C:29](=[O:30])[NH:21][C@@H:19]([C:16]1[CH:15]=[CH:14][C:13]([F:12])=[CH:18][N:17]=1)[CH3:20])([CH3:35])([CH3:34])[CH3:33].